Dataset: CYP2C9 inhibition data for predicting drug metabolism from PubChem BioAssay. Task: Regression/Classification. Given a drug SMILES string, predict its absorption, distribution, metabolism, or excretion properties. Task type varies by dataset: regression for continuous measurements (e.g., permeability, clearance, half-life) or binary classification for categorical outcomes (e.g., BBB penetration, CYP inhibition). Dataset: cyp2c9_veith. (1) The molecule is O=S(=O)(/N=C(\Sc1ccccc1)c1ccccc1)c1ccc(Cl)cc1. The result is 1 (inhibitor). (2) The molecule is NC(N)=NC[C@@H]1CCCCCCN1.O=S(=O)(O)O. The result is 0 (non-inhibitor). (3) The molecule is CCN1C(=O)[C@@H]2CC=C3C(=O)[C@H]4O[C@H]4[C@@H](O)[C@H]3[C@H]2C1=O. The result is 0 (non-inhibitor). (4) The compound is C[C@@H](C(=O)Nc1ccc2ccccc2c1)[C@H]1C[C@]1(C)[C@H](NC(=O)c1cnccn1)c1ccccc1. The result is 1 (inhibitor).